From a dataset of Forward reaction prediction with 1.9M reactions from USPTO patents (1976-2016). Predict the product of the given reaction. (1) Given the reactants ClC1C=CC(SCC)=C(CN)C=1.NC1C=CC(OC(F)(F)F)=CC=1[C:16]([NH:18][CH2:19][C:20]1[CH:25]=[C:24]([Cl:26])[CH:23]=[CH:22][C:21]=1[S:27][CH2:28][CH3:29])=O.[NH2:39][C:40]1[C:48]([Cl:49])=[CH:47][C:46]([O:50][C:51]([F:54])([F:53])[F:52])=[CH:45][C:41]=1[C:42]([OH:44])=O.C1C=CC2N(O)N=NC=2C=1, predict the reaction product. The product is: [Cl:49][C:48]1[CH:47]=[C:46]([O:50][C:51]([F:54])([F:53])[F:52])[CH:45]=[C:41]2[C:40]=1[N:39]=[CH:16][N:18]([CH2:19][C:20]1[CH:25]=[C:24]([Cl:26])[CH:23]=[CH:22][C:21]=1[S:27][CH2:28][CH3:29])[C:42]2=[O:44]. (2) Given the reactants O.[OH-].[Li+].C([O:6][C:7](=[O:32])[CH2:8][CH2:9][CH2:10][CH2:11][CH2:12][CH:13]([C:23](=[O:31])[NH:24][C:25]1[CH:30]=[CH:29][CH:28]=[CH:27][CH:26]=1)[C:14](=[O:22])[NH:15][C:16]1[CH:21]=[CH:20][CH:19]=[CH:18][CH:17]=1)C, predict the reaction product. The product is: [C:16]1([NH:15][C:14]([CH:13]([C:23](=[O:31])[NH:24][C:25]2[CH:26]=[CH:27][CH:28]=[CH:29][CH:30]=2)[CH2:12][CH2:11][CH2:10][CH2:9][CH2:8][C:7]([OH:32])=[O:6])=[O:22])[CH:17]=[CH:18][CH:19]=[CH:20][CH:21]=1. (3) Given the reactants CS(O[CH2:6][CH2:7][CH:8]1[CH2:13][CH2:12][N:11]([C:14]2[CH:19]=[CH:18][CH:17]=[C:16]([C:20]([F:23])([F:22])[F:21])[CH:15]=2)[CH2:10][CH2:9]1)(=O)=O.[O:24]1[CH2:28][C:27](=[O:29])[NH:26][C:25]1=[O:30].CN(C)C(N(C)C)=N, predict the reaction product. The product is: [F:21][C:20]([F:23])([F:22])[C:16]1[CH:15]=[C:14]([N:11]2[CH2:12][CH2:13][CH:8]([CH2:7][CH2:6][N:26]3[C:27](=[O:29])[CH2:28][O:24][C:25]3=[O:30])[CH2:9][CH2:10]2)[CH:19]=[CH:18][CH:17]=1. (4) Given the reactants [CH2:1]([O:3][C:4]1[CH:17]=[C:16]2[C:7]([C:8]([C:19]3[CH:20]=[CH:21][C:22](=[O:26])[N:23]([CH3:25])[CH:24]=3)=[N:9][C@H:10]3[C@@H:15]2[CH2:14][C@H:13]([OH:18])[CH2:12][CH2:11]3)=[CH:6][C:5]=1[O:27][CH3:28])[CH3:2].[C:29]([OH:36])(=[O:35])/[CH:30]=[CH:31]/[C:32]([OH:34])=[O:33], predict the reaction product. The product is: [C:29]([OH:36])(=[O:35])/[CH:30]=[CH:31]/[C:32]([OH:34])=[O:33].[CH2:1]([O:3][C:4]1[CH:17]=[C:16]2[C:7]([C:8]([C:19]3[CH:20]=[CH:21][C:22](=[O:26])[N:23]([CH3:25])[CH:24]=3)=[N:9][C@H:10]3[C@@H:15]2[CH2:14][C@H:13]([OH:18])[CH2:12][CH2:11]3)=[CH:6][C:5]=1[O:27][CH3:28])[CH3:2]. (5) Given the reactants [CH3:1][N:2]1[C:6]2[C:7]([N:11]3[CH2:16][CH2:15][NH:14][CH2:13]C3)=[CH:8][CH:9]=[CH:10][C:5]=2[N:4]=[C:3]1[CH2:17][NH:18][CH:19]1[C:24]2=[N:25][CH:26]=[CH:27][CH:28]=[C:23]2[O:22][CH2:21][CH2:20]1.C=O.[C:31](O)(=O)C.C(O[BH-](OC(=O)C)OC(=O)C)(=O)C.[Na+].Cl[CH2:50][CH2:51]Cl, predict the reaction product. The product is: [CH3:31][N:18]([CH2:17][C:3]1[N:2]([CH3:1])[C:6]2[C:7]([N:11]3[CH2:51][CH2:50][N:14]([CH3:13])[CH2:15][CH2:16]3)=[CH:8][CH:9]=[CH:10][C:5]=2[N:4]=1)[CH:19]1[C:24]2=[N:25][CH:26]=[CH:27][CH:28]=[C:23]2[O:22][CH2:21][CH2:20]1.